This data is from Drug-target binding data from BindingDB using IC50 measurements. The task is: Regression. Given a target protein amino acid sequence and a drug SMILES string, predict the binding affinity score between them. We predict pIC50 (pIC50 = -log10(IC50 in M); higher means more potent). Dataset: bindingdb_ic50. The drug is CN1CCN(Cc2ccc(NC(=O)Nc3ccc(Oc4ccnc(N)n4)cc3)cc2C(F)(F)F)CC1. The target protein sequence is MENFQKVEKIGEGTYGVVYKARNKLTGEVVALKKIRXDTETEGVPSTAIREISLLKELNHPNIVKLLDVIHTENKLYLVFEFLHQDLKKFMDASALTGIPLPLIKSYLFQLLQGLAFCHSHRVLHRDLKPQNLLINTEGAIKLGDFGLARAFGVPVRTYTHEVVTLWYRAPEILLGCKYYSTAVDIWSLGCIFAEMVTRRALFPGDSEIDQLFRIFRTLGTPDEVVWPGVTSMPDYKPSFPKWARQDFSKVVPPLDEDGRSLLSQMLHYDPNKRISAKAALAHPFFQDVTKPVPHLRL. The pIC50 is 5.0.